Task: Predict which catalyst facilitates the given reaction.. Dataset: Catalyst prediction with 721,799 reactions and 888 catalyst types from USPTO (1) Reactant: [CH3:1][N:2]1[C@@H:19]2[CH2:20][C:7]3[CH:8]=[CH:9][C:10]([O:22][CH3:23])=[C:11]4[O:12][C@H:13]5[C:14]([CH2:16][CH2:17][C@:18]2([OH:21])[C@:5]5([C:6]=34)[CH2:4][CH2:3]1)=[O:15].O.[ClH:25].C(O)C. Product: [CH3:1][N:2]1[C@@H:19]2[CH2:20][C:7]3[CH:8]=[CH:9][C:10]([O:22][CH3:23])=[C:11]4[O:12][C@H:13]5[C:14]([CH2:16][CH2:17][C@:18]2([OH:21])[C@:5]5([C:6]=34)[CH2:4][CH2:3]1)=[O:15].[ClH:25]. The catalyst class is: 8. (2) Reactant: [CH2:1]([Li])CCC.Br[C:7]1[CH:8]=[CH:9][C:10]([O:15][CH2:16][C:17]([CH3:20])([CH3:19])[CH3:18])=[C:11]([CH:14]=1)[C:12]#[N:13].[B:21](OC(C)C)([O:26]C(C)C)[O:22]C(C)C.Cl. Product: [C:12]([C:11]1[CH:14]=[C:7]([B:21]([OH:26])[OH:22])[CH:8]=[CH:9][C:10]=1[O:15][CH2:16][C:17]([CH3:20])([CH3:19])[CH2:18][CH3:1])#[N:13]. The catalyst class is: 20. (3) Reactant: [Cl:1][C:2]1[CH:7]=[CH:6][C:5]([C:8]2(O)[C:13]3[CH:14]=[C:15]([C:17]4[CH:22]=[CH:21][N:20]=[CH:19][CH:18]=4)[S:16][C:12]=3[CH2:11][CH2:10][C:9]2([CH3:24])[CH3:23])=[CH:4][CH:3]=1.FC(F)(F)C(O)=O.C([SiH](CC)CC)C. Product: [Cl:1][C:2]1[CH:7]=[CH:6][C:5]([CH:8]2[C:13]3[CH:14]=[C:15]([C:17]4[CH:18]=[CH:19][N:20]=[CH:21][CH:22]=4)[S:16][C:12]=3[CH2:11][CH2:10][C:9]2([CH3:24])[CH3:23])=[CH:4][CH:3]=1. The catalyst class is: 26. (4) Reactant: [N:1]1([C:6]2[CH:11]=[CH:10][C:9]([CH2:12][C@@H:13]([NH:17]C(=O)OC(C)(C)C)[C:14]([NH2:16])=[O:15])=[CH:8][CH:7]=2)[CH:5]=[CH:4][N:3]=[CH:2]1.CC[NH+](CC)CC.CC[NH+](CC)CC.C([O-])([O-])=O. Product: [N:1]1([C:6]2[CH:7]=[CH:8][C:9]([CH2:12][C@@H:13]([NH2:17])[C:14]([NH2:16])=[O:15])=[CH:10][CH:11]=2)[CH:5]=[CH:4][N:3]=[CH:2]1. The catalyst class is: 89.